From a dataset of Reaction yield outcomes from USPTO patents with 853,638 reactions. Predict the reaction yield, written as a fraction of the theoretical maximum amount of product (1.0 means a 100% yield; for example, 0.34 means a 34% yield). (1) The reactants are [CH3:1][N:2]1[CH:6]=[C:5]([C:7]2[C:12]3[N:13]=[C:14](SC)[N:15]=[CH:16][C:11]=3[C:10](=[O:19])[NH:9][CH:8]=2)[CH:4]=[N:3]1.[NH2:20][C@@H:21]1[CH2:26][CH2:25][CH2:24][CH2:23][C@@H:22]1[NH2:27]. The catalyst is O. The product is [NH2:20][C@H:21]1[CH2:26][CH2:25][CH2:24][CH2:23][C@H:22]1[NH:27][C:14]1[N:15]=[CH:16][C:11]2[C:10](=[O:19])[NH:9][CH:8]=[C:7]([C:5]3[CH:4]=[N:3][N:2]([CH3:1])[CH:6]=3)[C:12]=2[N:13]=1. The yield is 0.450. (2) The reactants are [C:1]([O:18][CH2:19][CH:20]([CH2:22][OH:23])[OH:21])(=[O:17])[CH2:2][CH2:3][CH2:4][CH2:5][CH2:6][CH2:7][CH2:8][CH2:9][CH2:10][CH2:11][CH2:12][CH2:13][CH2:14][CH2:15][CH3:16].C1(N=C=NC2CCCCC2)CCCCC1.CN(C1C=CC=CN=1)C.[C:48](O)(=O)[CH2:49][CH2:50][CH2:51][CH2:52][CH2:53][CH2:54][CH2:55]/[CH:56]=[CH:57]\[CH2:58][CH2:59][CH2:60][CH2:61][CH2:62][CH2:63][CH2:64][CH3:65]. The catalyst is ClCCl. The product is [CH2:48]([O:23][CH2:22][CH:20]([CH2:19][O:18][C:1](=[O:17])[CH2:2][CH2:3][CH2:4][CH2:5][CH2:6][CH2:7][CH2:8][CH2:9][CH2:10][CH2:11][CH2:12][CH2:13][CH2:14][CH2:15][CH3:16])[OH:21])[CH2:49][CH2:50][CH2:51][CH2:52][CH2:53][CH2:54][CH2:55]/[CH:56]=[CH:57]\[CH2:58][CH2:59][CH2:60][CH2:61][CH2:62][CH2:63][CH2:64][CH3:65]. The yield is 0.230. (3) The reactants are [C:1]1([CH3:10])[CH:6]=[CH:5][C:4](B(O)O)=[CH:3][CH:2]=1.Br[C:12]1[CH:13]=[N:14][CH:15]=[CH:16][CH:17]=1.C([O-])([O-])=O.[Na+].[Na+]. The catalyst is C1(C)C=CC=CC=1.O.C1C=CC([P]([Pd]([P](C2C=CC=CC=2)(C2C=CC=CC=2)C2C=CC=CC=2)([P](C2C=CC=CC=2)(C2C=CC=CC=2)C2C=CC=CC=2)[P](C2C=CC=CC=2)(C2C=CC=CC=2)C2C=CC=CC=2)(C2C=CC=CC=2)C2C=CC=CC=2)=CC=1. The product is [N:14]1[CH:15]=[CH:16][CH:17]=[C:12]([C:4]2[CH:5]=[CH:6][C:1]([CH3:10])=[CH:2][CH:3]=2)[CH:13]=1. The yield is 0.900. (4) The product is [CH3:13][C:14]1[N:18]([CH2:19][CH2:20][OH:21])[C:17]([N+:22]([O-:24])=[O:23])=[CH:16][N:15]=1.[C:5](=[O:4])([O-:11])[O-:6]. The catalyst is CN(C1C=CN=CC=1)C.C(Cl)Cl. The yield is 0.900. The reactants are ClC(Cl)([O:4][C:5](=[O:11])[O:6]C(Cl)(Cl)Cl)Cl.[CH3:13][C:14]1[N:18]([CH2:19][CH2:20][OH:21])[C:17]([N+:22]([O-:24])=[O:23])=[CH:16][N:15]=1. (5) The reactants are [CH3:1][N:2]([C:10]1[CH:11]=[N:12][N:13]([C:15]2[CH:16]=[N:17][CH:18]=[CH:19][CH:20]=2)[CH:14]=1)[C:3](=[O:9])[O:4][C:5]([CH3:8])([CH3:7])[CH3:6].[Br:21]N1C(=O)CCC1=O. The catalyst is ClC(Cl)C. The product is [Br:21][C:14]1[N:13]([C:15]2[CH:16]=[N:17][CH:18]=[CH:19][CH:20]=2)[N:12]=[CH:11][C:10]=1[N:2]([CH3:1])[C:3](=[O:9])[O:4][C:5]([CH3:8])([CH3:6])[CH3:7]. The yield is 0.990. (6) The reactants are [C:1]1([N:7]=[C:8]=[O:9])[CH:6]=[CH:5][CH:4]=[CH:3][CH:2]=1.[NH2:10][C:11]1[CH:12]=[C:13]([CH:29]=[CH:30][CH:31]=1)[CH2:14][NH:15][C:16]1[C:25]2[C:20](=[C:21]([C:26]([NH2:28])=[O:27])[CH:22]=[CH:23][CH:24]=2)[N:19]=[CH:18][N:17]=1.C(N(CC)CC)C. The catalyst is C(Cl)Cl. The product is [NH:7]([C:8]([NH:10][C:11]1[CH:12]=[C:13]([CH:29]=[CH:30][CH:31]=1)[CH2:14][NH:15][C:16]1[C:25]2[C:20](=[C:21]([C:26]([NH2:28])=[O:27])[CH:22]=[CH:23][CH:24]=2)[N:19]=[CH:18][N:17]=1)=[O:9])[C:1]1[CH:6]=[CH:5][CH:4]=[CH:3][CH:2]=1. The yield is 0.340.